From a dataset of Cav3 T-type calcium channel HTS with 100,875 compounds. Binary Classification. Given a drug SMILES string, predict its activity (active/inactive) in a high-throughput screening assay against a specified biological target. (1) The compound is S(=O)(=O)(N1CCN(CC1)CCO)c1c(ccc(c1)c1nn2c(nnc2C)c2c1cccc2)C. The result is 0 (inactive). (2) The compound is O=c1n(CCCC(=O)NCc2occc2)c(=O)c2c(n1Cc1ccccc1)cccc2. The result is 0 (inactive).